Task: Predict which catalyst facilitates the given reaction.. Dataset: Catalyst prediction with 721,799 reactions and 888 catalyst types from USPTO (1) Reactant: [Cl:1][C:2]1[CH:26]=[CH:25][C:5]([C:6]([NH:8][C:9]2[CH:14]=[CH:13][C:12]([O:15][CH2:16][CH2:17][N:18]3[CH2:22][CH2:21][CH2:20][CH2:19]3)=[C:11]([O:23][CH3:24])[CH:10]=2)=[O:7])=[C:4]([N+:27]([O-])=O)[CH:3]=1.O.O.[Sn](Cl)Cl. Product: [NH2:27][C:4]1[CH:3]=[C:2]([Cl:1])[CH:26]=[CH:25][C:5]=1[C:6]([NH:8][C:9]1[CH:14]=[CH:13][C:12]([O:15][CH2:16][CH2:17][N:18]2[CH2:19][CH2:20][CH2:21][CH2:22]2)=[C:11]([O:23][CH3:24])[CH:10]=1)=[O:7]. The catalyst class is: 8. (2) Reactant: C1C2C(COC(=O)[NH:17][C:18]([NH:20][C@@:21]3([C:30]4[CH:35]=[CH:34][CH:33]=[CH:32][C:31]=4[F:36])[CH2:25][C@H:24]([O:26][CH3:27])[CH2:23][C@H:22]3[CH2:28]O)=[S:19])C3C(=CC=CC=3)C=2C=CC=1. Product: [F:36][C:31]1[CH:32]=[CH:33][CH:34]=[CH:35][C:30]=1[C@:21]12[CH2:25][C@@H:24]([O:26][CH3:27])[CH2:23][C@H:22]1[CH2:28][S:19][C:18]([NH2:17])=[N:20]2. The catalyst class is: 5. (3) Reactant: [CH2:1]([C:3]1[S:7][C:6]([NH:8][C:9]([C@@H:11]2[CH2:14][CH2:13][NH:12]2)=[O:10])=[N:5][C:4]=1[C:15]1[CH:20]=[CH:19][CH:18]=[CH:17][CH:16]=1)[CH3:2].Cl.[O:22]1[CH2:27][CH2:26][CH:25]([CH:28]=O)[CH2:24][CH2:23]1.C(O)(=O)C.C([BH3-])#N. Product: [CH2:1]([C:3]1[S:7][C:6]([NH:8][C:9]([C@@H:11]2[CH2:14][CH2:13][N:12]2[CH2:28][CH:25]2[CH2:26][CH2:27][O:22][CH2:23][CH2:24]2)=[O:10])=[N:5][C:4]=1[C:15]1[CH:20]=[CH:19][CH:18]=[CH:17][CH:16]=1)[CH3:2]. The catalyst class is: 1. (4) Reactant: Cl[C:2]1[N:3]=[N:4][CH:5]=[C:6]([N:8]2[CH:12]=[CH:11][C:10]([I:13])=[N:9]2)[CH:7]=1.[NH:14]1[CH2:17][CH2:16][CH2:15]1. Product: [N:14]1([C:2]2[N:3]=[N:4][CH:5]=[C:6]([N:8]3[CH:12]=[CH:11][C:10]([I:13])=[N:9]3)[CH:7]=2)[CH2:17][CH2:16][CH2:15]1. The catalyst class is: 225. (5) Reactant: Cl.[NH2:2][CH2:3][C:4]([O:6][CH2:7][CH3:8])=[O:5].[OH-].[Na+].[C:11]([O:15][CH2:16][CH3:17])(=[O:14])[CH:12]=[CH2:13]. Product: [CH2:7]([O:6][C:4](=[O:5])[CH2:3][NH:2][CH2:13][CH2:12][C:11]([O:15][CH2:16][CH3:17])=[O:14])[CH3:8]. The catalyst class is: 6. (6) Reactant: [Br:1][C:2]1[CH:10]=[C:9]2[C:5]([CH:6]=[N:7][NH:8]2)=[CH:4][C:3]=1[OH:11].[CH2:12]1[CH2:17][O:16][CH:15]=[CH:14][CH2:13]1.CS(O)(=O)=O. Product: [Br:1][C:2]1[C:3]([OH:11])=[CH:4][C:5]2[C:9]([CH:10]=1)=[N:8][N:7]([CH:15]1[CH2:14][CH2:13][CH2:12][CH2:17][O:16]1)[CH:6]=2. The catalyst class is: 1.